From a dataset of Reaction yield outcomes from USPTO patents with 853,638 reactions. Predict the reaction yield, written as a fraction of the theoretical maximum amount of product (1.0 means a 100% yield; for example, 0.34 means a 34% yield). The reactants are Br[CH:2]([CH2:12][C:13]1[CH:18]=[CH:17][C:16]([Cl:19])=[CH:15][CH:14]=1)[C:3]([C:5]1[CH:10]=[CH:9][CH:8]=[C:7]([Cl:11])[CH:6]=1)=[O:4].[C:20]([CH2:22][C:23]([O:25][CH2:26][CH3:27])=[O:24])#[N:21].C([O-])([O-])=O.[K+].[K+]. The catalyst is CN(C=O)C.CC(=O)OCC.O. The product is [Cl:19][C:16]1[CH:17]=[CH:18][C:13]([CH2:12][CH:2]([C:3]([C:5]2[CH:10]=[CH:9][CH:8]=[C:7]([Cl:11])[CH:6]=2)=[O:4])[CH:22]([C:20]#[N:21])[C:23]([O:25][CH2:26][CH3:27])=[O:24])=[CH:14][CH:15]=1. The yield is 0.770.